Dataset: Forward reaction prediction with 1.9M reactions from USPTO patents (1976-2016). Task: Predict the product of the given reaction. (1) Given the reactants [CH:1]1([N:7]2[CH2:13][C:12]([CH2:15][CH3:16])([F:14])[C:11](=[O:17])[N:10]([CH3:18])[C:9]3[CH:19]=[N:20][C:21]([NH:23][C:24]4[CH:32]=[CH:31][C:27]([C:28]([OH:30])=O)=[CH:26][C:25]=4[O:33][CH3:34])=[N:22][C:8]2=3)[CH2:6][CH2:5][CH2:4][CH2:3][CH2:2]1.CN(C(ON1N=NC2C=CC=NC1=2)=[N+](C)C)C.F[P-](F)(F)(F)(F)F.[CH3:59][N:60]1[CH2:65][CH2:64][CH:63]([NH2:66])[CH2:62][CH2:61]1, predict the reaction product. The product is: [CH:1]1([N:7]2[CH2:13][C:12]([CH2:15][CH3:16])([F:14])[C:11](=[O:17])[N:10]([CH3:18])[C:9]3[CH:19]=[N:20][C:21]([NH:23][C:24]4[CH:32]=[CH:31][C:27]([C:28]([NH:66][CH:63]5[CH2:64][CH2:65][N:60]([CH3:59])[CH2:61][CH2:62]5)=[O:30])=[CH:26][C:25]=4[O:33][CH3:34])=[N:22][C:8]2=3)[CH2:6][CH2:5][CH2:4][CH2:3][CH2:2]1. (2) Given the reactants Cl.S(=O)(=O)(O)O.C(=O)(O)[O-].[Na+].[C:20](O[C:20]([O:22][C:23]([CH3:26])([CH3:25])[CH3:24])=[O:21])([O:22][C:23]([CH3:26])([CH3:25])[CH3:24])=[O:21].[C:27](O)(=O)[CH2:28][C:29]([CH2:34][C:35]([OH:37])=[O:36])(C(O)=O)[OH:30].O[N:41]1[C:45]2[CH:46]=[CH:47][CH:48]=[CH:49][C:44]=2[N:43]=[N:42]1.Cl.[CH2:51]([N:53]=C=NCCCN(C)C)[CH3:52], predict the reaction product. The product is: [N:41]1([O:37][C:35](=[O:36])[CH2:34][C@H:29]2[O:30][CH2:52][C@H:51]([NH:53][C:20](=[O:21])[O:22][C:23]([CH3:24])([CH3:25])[CH3:26])[CH2:27][CH2:28]2)[C:45]2[CH:46]=[CH:47][CH:48]=[CH:49][C:44]=2[N:43]=[N:42]1. (3) Given the reactants [CH2:1]1[CH:5]2[CH:6]3[CH:10]=[CH:9][CH:8]([CH:4]2[CH:3]=[CH:2]1)[CH2:7]3.C1(C#C)C=CC=CC=1, predict the reaction product. The product is: [CH2:1]1[CH:5]2[C@@H:6]3[CH:10]=[CH:9][C@H:8]([CH:4]2[CH:3]=[CH:2]1)[CH2:7]3. (4) Given the reactants [F:1][C:2]([F:7])([F:6])[C:3]([OH:5])=[O:4].[F:8][C:9]([F:14])([F:13])[C:10]([OH:12])=[O:11].[F:15][C:16]([F:21])([F:20])[C:17]([OH:19])=[O:18].[Cl:22][C:23]1[CH:24]=[N:25][C:26]2[NH:27][C:28]3[CH:29]=[N:30][CH:31]=[C:32]([CH:53]=3)[CH2:33][CH2:34][C:35]3[CH:43]=[C:39]([NH:40][C:41]=1[N:42]=2)[CH:38]=[CH:37][C:36]=3[O:44][CH2:45][CH2:46][CH:47]1[CH2:52][CH2:51][NH:50][CH2:49][CH2:48]1.Cl.[C:55](Cl)(=[O:62])[C:56]1[CH:61]=[CH:60][N:59]=[CH:58][CH:57]=1, predict the reaction product. The product is: [F:1][C:2]([F:7])([F:6])[C:3]([OH:5])=[O:4].[F:8][C:9]([F:14])([F:13])[C:10]([OH:12])=[O:11].[F:15][C:16]([F:21])([F:20])[C:17]([OH:19])=[O:18].[Cl:22][C:23]1[CH:24]=[N:25][C:26]2[NH:27][C:28]3[CH:29]=[N:30][CH:31]=[C:32]([CH:53]=3)[CH2:33][CH2:34][C:35]3[CH:43]=[C:39]([NH:40][C:41]=1[N:42]=2)[CH:38]=[CH:37][C:36]=3[O:44][CH2:45][CH2:46][CH:47]1[CH2:48][CH2:49][N:50]([C:55](=[O:62])[C:56]2[CH:61]=[CH:60][N:59]=[CH:58][CH:57]=2)[CH2:51][CH2:52]1. (5) Given the reactants [NH2:1][C:2]1[N:10]=[C:9]([O:11][CH2:12][CH2:13][CH2:14][CH3:15])[N:8]=[C:7]2[C:3]=1[NH:4][C:5](=[O:20])[N:6]2[CH2:16][CH2:17][CH2:18]Br.[CH2:21]([NH2:25])[CH:22]([CH3:24])[CH3:23], predict the reaction product. The product is: [NH2:1][C:2]1[N:10]=[C:9]([O:11][CH2:12][CH2:13][CH2:14][CH3:15])[N:8]=[C:7]2[C:3]=1[NH:4][C:5](=[O:20])[N:6]2[CH2:16][CH2:17][CH2:18][NH:25][CH2:21][CH:22]([CH3:24])[CH3:23]. (6) Given the reactants CS[C:3]1[S:4]/[C:5](=[CH:9]\[C:10]2[CH:11]=[C:12]3[C:17](=[CH:18][CH:19]=2)[N:16]=[CH:15][CH:14]=[CH:13]3)/[C:6](=[O:8])[N:7]=1.[CH3:20][O:21][NH2:22].CCN(C(C)C)C(C)C, predict the reaction product. The product is: [CH3:20][O:21][NH:22][C:3]1[S:4]/[C:5](=[CH:9]\[C:10]2[CH:11]=[C:12]3[C:17](=[CH:18][CH:19]=2)[N:16]=[CH:15][CH:14]=[CH:13]3)/[C:6](=[O:8])[N:7]=1.